Dataset: Full USPTO retrosynthesis dataset with 1.9M reactions from patents (1976-2016). Task: Predict the reactants needed to synthesize the given product. Given the product [CH3:42][C:41]1[CH:40]=[CH:39][C:19]([C:20]([NH:22][C:23]2[CH:24]=[C:25]([C:35]([F:37])([F:38])[F:36])[CH:26]=[C:27]([N:29]3[CH:30]=[N:31][C:32]([CH3:34])=[CH:33]3)[CH:28]=2)=[O:21])=[CH:18][C:17]=1[NH:16][C:12]1[N:13]=[CH:14][CH:15]=[C:10]([C:6]2[CH:7]=[CH:8][CH:9]=[N:4][CH:5]=2)[N:11]=1, predict the reactants needed to synthesize it. The reactants are: Cl.Cl.Cl.[N:4]1[CH:9]=[CH:8][CH:7]=[C:6]([C:10]2[CH:15]=[CH:14][N:13]=[C:12]([NH:16][C:17]3[CH:18]=[C:19]([CH:39]=[CH:40][C:41]=3[CH3:42])[C:20]([NH:22][C:23]3[CH:28]=[C:27]([N:29]4[CH:33]=[C:32]([CH3:34])[N:31]=[CH:30]4)[CH:26]=[C:25]([C:35]([F:38])([F:37])[F:36])[CH:24]=3)=[O:21])[N:11]=2)[CH:5]=1.